From a dataset of Reaction yield outcomes from USPTO patents with 853,638 reactions. Predict the reaction yield, written as a fraction of the theoretical maximum amount of product (1.0 means a 100% yield; for example, 0.34 means a 34% yield). (1) The reactants are C[C:2]1[C:3]([Br:12])=[CH:4][C:5]2[NH:10][CH2:9][CH2:8][NH:7][C:6]=2[N:11]=1.[Cl:13][C:14]1[C:21]([F:22])=[CH:20][CH:19]=[C:18]([F:23])[C:15]=1[CH2:16]Br.[C:24](#N)C. The catalyst is C(Cl)Cl. The product is [Br:12][C:3]1[CH:2]=[N:11][C:6]2[NH:7][CH2:8][CH2:9][N:10]([CH2:16][C:15]3[C:18]([F:23])=[CH:19][CH:20]=[C:21]([F:22])[C:14]=3[Cl:13])[C:5]=2[C:4]=1[CH3:24]. The yield is 0.230. (2) The reactants are [F:1][C:2]1[C:10]([O:11][C:12]2[C:21]3[C:16](=[CH:17][C:18]([O:24][CH2:25][CH2:26][CH2:27][N:28]4[CH2:33][CH2:32][NH:31][CH2:30][CH2:29]4)=[C:19]([O:22][CH3:23])[CH:20]=3)[N:15]=[CH:14][N:13]=2)=[CH:9][CH:8]=[C:7]2[C:3]=1[CH:4]=[C:5]([CH3:34])[NH:6]2.I[CH2:36][C:37]([NH2:39])=[O:38].C(N(CC)C(C)C)(C)C. The catalyst is C(#N)C. The product is [C:37]([CH2:36][N:31]1[CH2:32][CH2:33][N:28]([CH2:27][CH2:26][CH2:25][O:24][C:18]2[CH:17]=[C:16]3[C:21]([C:12]([O:11][C:10]4[C:2]([F:1])=[C:3]5[C:7](=[CH:8][CH:9]=4)[NH:6][C:5]([CH3:34])=[CH:4]5)=[N:13][CH:14]=[N:15]3)=[CH:20][C:19]=2[O:22][CH3:23])[CH2:29][CH2:30]1)(=[O:38])[NH2:39]. The yield is 0.320. (3) The reactants are [H-].C([Al+]CC(C)C)C(C)C.[F:11][C:12]1[CH:19]=[C:18]([N:20]2[CH:24]=[CH:23][CH:22]=[N:21]2)[CH:17]=[CH:16][C:13]=1[C:14]#N.C[OH:26].Cl. The catalyst is C1(C)C=CC=CC=1.C(OCC)(=O)C. The product is [F:11][C:12]1[CH:19]=[C:18]([N:20]2[CH:24]=[CH:23][CH:22]=[N:21]2)[CH:17]=[CH:16][C:13]=1[CH:14]=[O:26]. The yield is 0.650. (4) The reactants are Cl[C:2]1[CH:7]=[C:6]([C:8]#[N:9])[CH:5]=[CH:4][N:3]=1.C([Sn](CCCC)(CCCC)[C:15]1[N:16]=[CH:17][N:18]([C:20]([C:33]2[CH:38]=[CH:37][CH:36]=[CH:35][CH:34]=2)([C:27]2[CH:32]=[CH:31][CH:30]=[CH:29][CH:28]=2)[C:21]2[CH:26]=[CH:25][CH:24]=[CH:23][CH:22]=2)[CH:19]=1)CCC. No catalyst specified. The product is [C:33]1([C:20]([C:21]2[CH:22]=[CH:23][CH:24]=[CH:25][CH:26]=2)([C:27]2[CH:28]=[CH:29][CH:30]=[CH:31][CH:32]=2)[N:18]2[CH:19]=[C:15]([C:2]3[CH:7]=[C:6]([C:8]#[N:9])[CH:5]=[CH:4][N:3]=3)[N:16]=[CH:17]2)[CH:38]=[CH:37][CH:36]=[CH:35][CH:34]=1. The yield is 0.770. (5) The reactants are [CH2:1]([O:8][C:9]1[CH:10]=[C:11]([CH:20]=[CH:21][CH:22]=1)[O:12][C:13]1[S:17][C:16]([CH2:18][NH2:19])=[CH:15][CH:14]=1)[C:2]1[CH:7]=[CH:6][CH:5]=[CH:4][CH:3]=1.[N:23]1[C:32]2[C:27](=[CH:28][C:29]([C:33](O)=[O:34])=[CH:30][CH:31]=2)[CH:26]=[CH:25][CH:24]=1.F[P-](F)(F)(F)(F)F.N1(O[P+](N(C)C)(N(C)C)N(C)C)C2C=CC=CC=2N=N1.C(N(CC)CC)C. The catalyst is O1CCCC1.O.C(OCC)(=O)C. The product is [CH2:1]([O:8][C:9]1[CH:10]=[C:11]([CH:20]=[CH:21][CH:22]=1)[O:12][C:13]1[S:17][C:16]([CH2:18][NH:19][C:33]([C:29]2[CH:28]=[C:27]3[C:32](=[CH:31][CH:30]=2)[N:23]=[CH:24][CH:25]=[CH:26]3)=[O:34])=[CH:15][CH:14]=1)[C:2]1[CH:3]=[CH:4][CH:5]=[CH:6][CH:7]=1. The yield is 0.270. (6) The reactants are [NH2:1][C:2]1[CH:6]=[CH:5][N:4]([C:7]2[CH:12]=[CH:11][C:10]([C:13]([O:15][CH2:16][CH3:17])=[O:14])=[CH:9][CH:8]=2)[C:3]=1[C:18]([O:20][CH2:21][CH3:22])=[O:19].[C:23]([CH2:25][C:26](O)=[O:27])#[N:24].C1CCC(N=C=NC2CCCCC2)CC1. The catalyst is C(#N)C. The product is [C:23]([CH2:25][C:26]([NH:1][C:2]1[CH:6]=[CH:5][N:4]([C:7]2[CH:8]=[CH:9][C:10]([C:13]([O:15][CH2:16][CH3:17])=[O:14])=[CH:11][CH:12]=2)[C:3]=1[C:18]([O:20][CH2:21][CH3:22])=[O:19])=[O:27])#[N:24]. The yield is 0.435. (7) The reactants are [CH3:1][C:2]1[N:3]([C:8]2[CH:17]=[C:11]3[C:12]([CH3:16])=[N:13][CH2:14][CH2:15][N:10]3[N:9]=2)[C:4]([CH3:7])=[CH:5][CH:6]=1.[BH4-].[Na+]. The catalyst is CO. The product is [CH3:7][C:4]1[N:3]([C:8]2[CH:17]=[C:11]3[CH:12]([CH3:16])[NH:13][CH2:14][CH2:15][N:10]3[N:9]=2)[C:2]([CH3:1])=[CH:6][CH:5]=1. The yield is 0.430.